Task: Predict which catalyst facilitates the given reaction.. Dataset: Catalyst prediction with 721,799 reactions and 888 catalyst types from USPTO Reactant: N[C:2]1[CH:3]=[C:4]([CH:7]=C[C:9]=1[N:10]1[C:14]2=[N:15][CH:16]=[CH:17][C:18]([Cl:19])=[C:13]2[C:12]([CH:20]([CH3:22])[CH3:21])=[N:11]1)[C:5]#[N:6].IC.[H-].[Na+].C(OCC)(=O)C.[CH3:33][N:34]([CH:36]=O)[CH3:35]. Product: [CH3:33][N:34]([CH3:35])[C:36]1[CH:7]=[C:4]([CH:3]=[CH:2][C:9]=1[N:10]1[C:14]2=[N:15][CH:16]=[CH:17][C:18]([Cl:19])=[C:13]2[C:12]([CH:20]([CH3:22])[CH3:21])=[N:11]1)[C:5]#[N:6]. The catalyst class is: 6.